Dataset: Full USPTO retrosynthesis dataset with 1.9M reactions from patents (1976-2016). Task: Predict the reactants needed to synthesize the given product. (1) Given the product [CH:16]([N:19]1[CH2:24][CH2:23][CH:22]([O:1][C:2]2[CH:10]=[CH:9][C:8]3[N:7]4[CH2:11][CH2:12][NH:13][C:14](=[O:15])[C:6]4=[CH:5][C:4]=3[CH:3]=2)[CH2:21][CH2:20]1)([CH3:18])[CH3:17], predict the reactants needed to synthesize it. The reactants are: [OH:1][C:2]1[CH:10]=[CH:9][C:8]2[N:7]3[CH2:11][CH2:12][NH:13][C:14](=[O:15])[C:6]3=[CH:5][C:4]=2[CH:3]=1.[CH:16]([N:19]1[CH2:24][CH2:23][CH:22](O)[CH2:21][CH2:20]1)([CH3:18])[CH3:17].C(P(CCCC)CCCC)CCC.N(C(N1CCCCC1)=O)=NC(N1CCCCC1)=O. (2) Given the product [N:3]1[CH:8]=[CH:7][CH:6]=[CH:5][C:4]=1[C:9]1[N:13]=[C:17]([CH2:16][C:14]#[N:15])[NH:19][N:20]=1, predict the reactants needed to synthesize it. The reactants are: Cl.Cl.[N:3]1[CH:8]=[CH:7][CH:6]=[CH:5][C:4]=1[C:9](=[NH:13])OCC.[C:14]([CH2:16][C:17]([NH:19][NH2:20])=O)#[N:15].CO.[OH-].[Na+]. (3) Given the product [CH:21]1([NH:20][C:18](=[O:19])[C:17]2[CH:24]=[CH:25][C:26]([CH3:27])=[C:15]([N:9]3[C:8](=[O:28])[C:7]4[C:12](=[CH:13][CH:14]=[C:5]([O:4][CH2:3][CH2:2][NH:1][S:30]([CH3:29])(=[O:32])=[O:31])[CH:6]=4)[N:11]=[CH:10]3)[CH:16]=2)[CH2:22][CH2:23]1, predict the reactants needed to synthesize it. The reactants are: [NH2:1][CH2:2][CH2:3][O:4][C:5]1[CH:6]=[C:7]2[C:12](=[CH:13][CH:14]=1)[N:11]=[CH:10][N:9]([C:15]1[CH:16]=[C:17]([CH:24]=[CH:25][C:26]=1[CH3:27])[C:18]([NH:20][CH:21]1[CH2:23][CH2:22]1)=[O:19])[C:8]2=[O:28].[CH3:29][S:30](Cl)(=[O:32])=[O:31].C(N(CC)CC)C. (4) Given the product [CH3:14][O:13][C:11]([C:10]1[CH2:9][C:15](=[O:16])[N:7]([C:1]2[CH:6]=[CH:5][CH:4]=[CH:3][CH:2]=2)[N:8]=1)=[O:12], predict the reactants needed to synthesize it. The reactants are: [C:1]1([NH:7][NH2:8])[CH:6]=[CH:5][CH:4]=[CH:3][CH:2]=1.[C:9]([C:15](OC)=[O:16])#[C:10][C:11]([O:13][CH3:14])=[O:12].